From a dataset of Reaction yield outcomes from USPTO patents with 853,638 reactions. Predict the reaction yield, written as a fraction of the theoretical maximum amount of product (1.0 means a 100% yield; for example, 0.34 means a 34% yield). (1) The reactants are C([O:8][C:9]1[CH:14]=[CH:13][C:12]([C:15]2[N:23]([CH2:24][O:25][CH2:26][CH2:27][Si:28]([CH3:31])([CH3:30])[CH3:29])[C:22]3[C:21](=[O:32])[N:20]([CH2:33][CH2:34][CH3:35])[C:19](=[O:36])[N:18]([CH2:37][CH2:38][CH3:39])[C:17]=3[N:16]=2)=[CH:11][CH:10]=1)C1C=CC=CC=1. The catalyst is CO.[Pd]. The product is [OH:8][C:9]1[CH:10]=[CH:11][C:12]([C:15]2[N:23]([CH2:24][O:25][CH2:26][CH2:27][Si:28]([CH3:29])([CH3:31])[CH3:30])[C:22]3[C:21](=[O:32])[N:20]([CH2:33][CH2:34][CH3:35])[C:19](=[O:36])[N:18]([CH2:37][CH2:38][CH3:39])[C:17]=3[N:16]=2)=[CH:13][CH:14]=1. The yield is 0.950. (2) The reactants are [CH3:1][NH:2][C@@H:3]([C:27]1[CH:32]=[CH:31][CH:30]=[CH:29][CH:28]=1)[CH2:4][N:5]1[CH2:9][CH2:8][C@H:7]([O:10][CH2:11][CH2:12][O:13][CH2:14][CH2:15][O:16][CH2:17][CH2:18][O:19][CH2:20][CH2:21][O:22][CH2:23][CH2:24][O:25][CH3:26])[CH2:6]1.[C:33]1([CH:39]([C:43]2[CH:48]=[CH:47][CH:46]=[CH:45][CH:44]=2)[C:40](Cl)=[O:41])[CH:38]=[CH:37][CH:36]=[CH:35][CH:34]=1.C(N(CC)C(C)C)(C)C. The catalyst is ClCCl. The product is [CH3:1][N:2]([C@@H:3]([C:27]1[CH:28]=[CH:29][CH:30]=[CH:31][CH:32]=1)[CH2:4][N:5]1[CH2:9][CH2:8][C@H:7]([O:10][CH2:11][CH2:12][O:13][CH2:14][CH2:15][O:16][CH2:17][CH2:18][O:19][CH2:20][CH2:21][O:22][CH2:23][CH2:24][O:25][CH3:26])[CH2:6]1)[C:40](=[O:41])[CH:39]([C:33]1[CH:38]=[CH:37][CH:36]=[CH:35][CH:34]=1)[C:43]1[CH:48]=[CH:47][CH:46]=[CH:45][CH:44]=1. The yield is 0.700.